This data is from hERG potassium channel inhibition data for cardiac toxicity prediction from Karim et al.. The task is: Regression/Classification. Given a drug SMILES string, predict its toxicity properties. Task type varies by dataset: regression for continuous values (e.g., LD50, hERG inhibition percentage) or binary classification for toxic/non-toxic outcomes (e.g., AMES mutagenicity, cardiotoxicity, hepatotoxicity). Dataset: herg_karim. (1) The molecule is CCCCc1cc(OC2CCN(CCCCNS(=O)(=O)C(C)C)CC2)c2ncccc2c1.Cl.Cl. The result is 1 (blocker). (2) The compound is CC(C)C1(C(=O)NCc2cc(C(F)(F)F)cc(C(F)(F)F)c2)CCC(N2CCC(c3cncnc3)CC2)C1. The result is 1 (blocker). (3) The drug is CC(=O)NC(CCN1C2CCC1CC(n1c(C)nc3c1CCN(C(=O)C(C)(C)C)C3)C2)c1cccc(F)c1. The result is 1 (blocker). (4) The drug is Cc1ccc(N2CCN(Cc3cc(C(=O)N[C@H]4CCCC[C@@H]4O)c(=O)n4ccccc34)CC2)nc1. The result is 0 (non-blocker).